From a dataset of NCI-60 drug combinations with 297,098 pairs across 59 cell lines. Regression. Given two drug SMILES strings and cell line genomic features, predict the synergy score measuring deviation from expected non-interaction effect. Drug 1: CN(CCCl)CCCl.Cl. Drug 2: C1CC(=O)NC(=O)C1N2C(=O)C3=CC=CC=C3C2=O. Cell line: BT-549. Synergy scores: CSS=24.1, Synergy_ZIP=-7.35, Synergy_Bliss=-4.88, Synergy_Loewe=-23.6, Synergy_HSA=-3.25.